Dataset: Full USPTO retrosynthesis dataset with 1.9M reactions from patents (1976-2016). Task: Predict the reactants needed to synthesize the given product. (1) Given the product [N:6]1([CH2:12][CH2:13][C:14]2[CH:15]=[CH:16][C:17]([NH2:20])=[CH:18][CH:19]=2)[CH2:7][CH:8]=[CH:9][CH2:10][CH2:11]1, predict the reactants needed to synthesize it. The reactants are: O.O.[Sn](Cl)Cl.[N:6]1([CH2:12][CH2:13][C:14]2[CH:19]=[CH:18][C:17]([N+:20]([O-])=O)=[CH:16][CH:15]=2)[CH2:11][CH:10]=[CH:9][CH2:8][CH2:7]1.[OH-].[Na+]. (2) Given the product [CH2:24]([O:23][C:27](=[O:22])[CH2:26][C:14]1[C:15]2[C:16](=[N:17][CH:18]=[CH:19][CH:20]=2)[O:12][CH:13]=1)[CH3:25], predict the reactants needed to synthesize it. The reactants are: [H-].[Na+].C[Si](C)(C)N[Si](C)(C)C.[O:12]1[C:16]2=[N:17][CH:18]=[CH:19][CH:20]=[C:15]2[C:14](=O)[CH2:13]1.[OH2:22].[O:23]1[CH2:27][CH2:26][CH2:25][CH2:24]1.